From a dataset of Full USPTO retrosynthesis dataset with 1.9M reactions from patents (1976-2016). Predict the reactants needed to synthesize the given product. (1) Given the product [CH3:32][N:35]([CH3:38])[CH2:36][CH2:44][CH2:48][O:47][C:46]1[CH:45]=[CH:14][C:13]([C:16]2[N:42]=[C:18]([C:26]#[N:27])[C:19]3[N:23]=[N:22][N:21]([CH3:24])[C:20]=3[CH:25]=2)=[CH:12][C:11]=1[C:28]([F:29])([F:30])[F:31], predict the reactants needed to synthesize it. The reactants are: CS(OCCCOC1C=[CH:14][C:13]([C:16]2C=[C:18]([C:26]#[N:27])[C:19]3[N:23]=[N:22][N:21]([CH3:24])[C:20]=3[CH:25]=2)=[CH:12][C:11]=1[C:28]([F:31])([F:30])[F:29])(=O)=O.[CH:32]([N:35]([CH:38](C)C)[CH2:36]C)(C)C.C[NH:42]C.[CH2:44]1[CH2:48][O:47][CH2:46][CH2:45]1. (2) The reactants are: C(=O)([O-])O.[Na+].Cl.[C:7](=N)(OCC)[C:8]1[CH:13]=[CH:12][CH:11]=[CH:10][CH:9]=1.Cl.[CH3:19][O:20][C:21](=[O:27])[C@H:22]([C@@H:24]([CH3:26])[OH:25])[NH2:23]. Given the product [CH3:19][O:20][C:21]([C@@H:22]1[C@@H:24]([CH3:26])[O:25][C:7]([C:8]2[CH:13]=[CH:12][CH:11]=[CH:10][CH:9]=2)=[N:23]1)=[O:27], predict the reactants needed to synthesize it. (3) Given the product [CH2:27]([N:17]([C:18](=[O:26])[C:19]1[CH:20]=[CH:21][C:22]([Cl:25])=[CH:23][CH:24]=1)[C:15]1[CH:14]=[CH:13][C:12]2[N:8]([CH2:7][C:6]([OH:37])=[O:5])[C:9]([CH2:34][CH2:35][CH3:36])=[N:10][C:11]=2[CH:16]=1)[C:28]1[CH:33]=[CH:32][CH:31]=[CH:30][CH:29]=1, predict the reactants needed to synthesize it. The reactants are: C([O:5][C:6](=[O:37])[CH2:7][N:8]1[C:12]2[CH:13]=[CH:14][C:15]([N:17]([CH2:27][C:28]3[CH:33]=[CH:32][CH:31]=[CH:30][CH:29]=3)[C:18](=[O:26])[C:19]3[CH:24]=[CH:23][C:22]([Cl:25])=[CH:21][CH:20]=3)=[CH:16][C:11]=2[N:10]=[C:9]1[CH2:34][CH2:35][CH3:36])(C)(C)C.C(O)(C(F)(F)F)=O. (4) The reactants are: Cl.[Cl:2][C:3]1[CH:4]=[C:5]([NH:10][C:11]2[C:16]([NH:17][NH2:18])=[N:15][C:14]3=[N:19][O:20][N:21]=[C:13]3[N:12]=2)[CH:6]=[CH:7][C:8]=1[Cl:9].[NH:22]1[C:30]2[C:25](=[CH:26][CH:27]=[CH:28][CH:29]=2)[C:24]([CH:31]=O)=[CH:23]1. Given the product [Cl:2][C:3]1[CH:4]=[C:5]([NH:10][C:11]2[C:16]([NH:17][N:18]=[CH:31][C:24]3[C:25]4[C:30](=[CH:29][CH:28]=[CH:27][CH:26]=4)[NH:22][CH:23]=3)=[N:15][C:14]3=[N:19][O:20][N:21]=[C:13]3[N:12]=2)[CH:6]=[CH:7][C:8]=1[Cl:9], predict the reactants needed to synthesize it. (5) Given the product [ClH:13].[ClH:29].[N:22]1[C:19]2[C:20](=[CH:21][CH:16]=[CH:17][CH:18]=2)[CH:27]=[C:28]([NH:23][C:11]([C:2]2[CH:3]=[N:4][C:5]3[C:10](=[CH:9][CH:8]=[CH:7][CH:6]=3)[N:1]=2)=[O:12])[CH:30]=1, predict the reactants needed to synthesize it. The reactants are: [N:1]1[C:10]2[C:5](=[CH:6][CH:7]=[CH:8][CH:9]=2)[N:4]=[CH:3][C:2]=1[C:11]([Cl:13])=[O:12].Cl.C[C@H:16]1[CH2:21][CH2:20][C@H:19]([NH2:22])[CH2:18][CH2:17]1.[N:23]1[CH:28]=[CH:27]C=CC=1.[Cl:29][CH2:30]Cl. (6) Given the product [CH3:1][O:2][C:3]1[CH:8]=[CH:7][C:6]([C:9]2[C:10]([C:11](=[O:15])[CH:12]([CH3:13])[CH3:14])=[C:19]3[CH:20]=[CH:21][CH:22]=[CH:23][N:18]3[N:17]=2)=[CH:5][CH:4]=1, predict the reactants needed to synthesize it. The reactants are: [CH3:1][O:2][C:3]1[CH:8]=[CH:7][C:6]([C:9]#[C:10][C:11](=[O:15])[CH:12]([CH3:14])[CH3:13])=[CH:5][CH:4]=1.[I-].[NH2:17][N+:18]1[CH:23]=[CH:22][CH:21]=[CH:20][CH:19]=1.C1CCN2C(=NCCC2)CC1.